Dataset: Forward reaction prediction with 1.9M reactions from USPTO patents (1976-2016). Task: Predict the product of the given reaction. (1) Given the reactants CC1(C)C(C)(C)[O:5][B:4]([C:9]2[CH:14]=[CH:13][C:12]([C:15]([C:17]3[C:26]([CH3:27])=[CH:25][C:24]4[C:23]([CH3:29])([CH3:28])[CH2:22][CH2:21][C:20]([CH3:31])([CH3:30])[C:19]=4[CH:18]=3)=[CH2:16])=[CH:11][CH:10]=2)[O:3]1.C1(B(O)O)C=CC=CC=1.Cl.[OH-].[Na+], predict the reaction product. The product is: [CH3:27][C:26]1[C:17]([C:15]([C:12]2[CH:13]=[CH:14][C:9]([B:4]([OH:5])[OH:3])=[CH:10][CH:11]=2)=[CH2:16])=[CH:18][C:19]2[C:20]([CH3:31])([CH3:30])[CH2:21][CH2:22][C:23]([CH3:28])([CH3:29])[C:24]=2[CH:25]=1. (2) Given the reactants [Cl:1][C:2]1[CH:7]=[C:6]([C:8]2[CH:13]=[N:12][CH:11]=[C:10]([CH3:14])[N:9]=2)[CH:5]=[CH:4][C:3]=1[C:15]1[C:27](=[O:28])[N:26]([CH2:29][C:30]2([OH:36])[CH2:35][CH2:34][NH:33][CH2:32][CH2:31]2)[C:18]2[N:19]=[C:20]([NH:23][CH2:24][CH3:25])[N:21]=[CH:22][C:17]=2[CH:16]=1.C=O.[CH3:39]C(O)=O.[BH4-].[Na+], predict the reaction product. The product is: [Cl:1][C:2]1[CH:7]=[C:6]([C:8]2[CH:13]=[N:12][CH:11]=[C:10]([CH3:14])[N:9]=2)[CH:5]=[CH:4][C:3]=1[C:15]1[C:27](=[O:28])[N:26]([CH2:29][C:30]2([OH:36])[CH2:35][CH2:34][N:33]([CH3:39])[CH2:32][CH2:31]2)[C:18]2[N:19]=[C:20]([NH:23][CH2:24][CH3:25])[N:21]=[CH:22][C:17]=2[CH:16]=1. (3) Given the reactants [CH2:1]([O:8][C:9]1[C:17]([O:18][CH3:19])=[CH:16][C:12]([C:13](O)=[O:14])=[C:11]([CH2:20][C:21]#[N:22])[CH:10]=1)[C:2]1[CH:7]=[CH:6][CH:5]=[CH:4][CH:3]=1.[NH2:23][C:24]1[CH:28]=[C:27]([CH3:29])[NH:26][N:25]=1, predict the reaction product. The product is: [CH2:1]([O:8][C:9]1[CH:10]=[C:11]2[C:12](=[CH:16][C:17]=1[O:18][CH3:19])[C:13](=[O:14])[NH:22][C:21]([NH:23][C:24]1[CH:28]=[C:27]([CH3:29])[NH:26][N:25]=1)=[CH:20]2)[C:2]1[CH:7]=[CH:6][CH:5]=[CH:4][CH:3]=1.